This data is from Full USPTO retrosynthesis dataset with 1.9M reactions from patents (1976-2016). The task is: Predict the reactants needed to synthesize the given product. (1) Given the product [C:53]1([C:56]2[CH:57]=[CH:58][CH:59]=[CH:60][CH:61]=2)[CH:52]=[CH:51][C:50]([CH2:49][C@@H:48]([NH:62][C:8]([C:6]2[O:5][C:4]([C:11]([OH:13])=[O:12])=[CH:3][C:2](=[O:1])[CH:7]=2)=[O:10])[CH2:47][C@H:46]([C:45]([OH:64])=[O:44])[CH3:63])=[CH:55][CH:54]=1, predict the reactants needed to synthesize it. The reactants are: [O:1]=[C:2]1[CH:7]=[C:6]([C:8]([OH:10])=O)[O:5][C:4]([C:11]([OH:13])=[O:12])=[CH:3]1.C1C=CC2N(O)N=NC=2C=1.CCN=C=NCCCN(C)C.Cl.Cl.C([O:44][C:45](=[O:64])[C@H:46]([CH3:63])[CH2:47][C@H:48]([NH2:62])[CH2:49][C:50]1[CH:55]=[CH:54][C:53]([C:56]2[CH:61]=[CH:60][CH:59]=[CH:58][CH:57]=2)=[CH:52][CH:51]=1)C1C=CC=CC=1.C(N(CC)CC)C.C(OC([C@H](C)C[C@H](NC(C1OC(C(O)=O)=CC(=O)C=1)=O)CC1C=CC(C2C=CC=CC=2)=CC=1)=O)C1C=CC=CC=1.B(Cl)(Cl)Cl.Cl. (2) The reactants are: [C:1]([C:3]1[CH:4]=[C:5]([CH:9]=[CH:10][C:11]=1[O:12][CH:13]([CH3:15])[CH3:14])[C:6]([OH:8])=O)#[N:2].C(Cl)CCl.C1C=CC2N(O)N=NC=2C=1.O[NH:31][C:32]([C:34]1[CH:39]=[CH:38][C:37]([O:40][CH2:41][O:42][CH2:43][CH2:44][Si:45]([CH3:48])([CH3:47])[CH3:46])=[CH:36][CH:35]=1)=[NH:33]. Given the product [CH3:14][CH:13]([O:12][C:11]1[CH:10]=[CH:9][C:5]([C:6]2[O:8][N:31]=[C:32]([C:34]3[CH:35]=[CH:36][C:37]([O:40][CH2:41][O:42][CH2:43][CH2:44][Si:45]([CH3:48])([CH3:47])[CH3:46])=[CH:38][CH:39]=3)[N:33]=2)=[CH:4][C:3]=1[C:1]#[N:2])[CH3:15], predict the reactants needed to synthesize it. (3) Given the product [CH3:2][O:3][C:4](=[O:15])[C:5]1[CH:10]=[CH:9][C:8]([CH2:11][NH:12][C:23](=[O:24])[CH2:22][C:16]2[CH:21]=[CH:20][CH:19]=[CH:18][CH:17]=2)=[C:7]([O:13][CH3:14])[CH:6]=1, predict the reactants needed to synthesize it. The reactants are: Cl.[CH3:2][O:3][C:4](=[O:15])[C:5]1[CH:10]=[CH:9][C:8]([CH2:11][NH2:12])=[C:7]([O:13][CH3:14])[CH:6]=1.[C:16]1([CH2:22][C:23](Cl)=[O:24])[CH:21]=[CH:20][CH:19]=[CH:18][CH:17]=1.CCN(C(C)C)C(C)C. (4) Given the product [CH3:2][N:3]1[CH2:7][CH2:6][C:5]2([CH2:12][CH2:11][N:10]([S:29]([C:25]3[CH:26]=[CH:27][CH:28]=[C:23]([C:22]([F:21])([F:33])[F:34])[CH:24]=3)(=[O:31])=[O:30])[CH2:9][CH2:8]2)[C:4]1=[O:13], predict the reactants needed to synthesize it. The reactants are: Cl.[CH3:2][N:3]1[CH2:7][CH2:6][C:5]2([CH2:12][CH2:11][NH:10][CH2:9][CH2:8]2)[C:4]1=[O:13].C(N(CC)CC)C.[F:21][C:22]([F:34])([F:33])[C:23]1[CH:24]=[C:25]([S:29](Cl)(=[O:31])=[O:30])[CH:26]=[CH:27][CH:28]=1. (5) The reactants are: [Br:1][C:2]1[C:7]([F:8])=[CH:6][CH:5]=[C:4]([O:9]C)[C:3]=1[CH2:11][CH:12]=[O:13].B(Br)(Br)Br.[CH2:18](Cl)Cl. Given the product [Br:1][C:2]1[C:3]2[CH2:11][CH:12]([O:13][CH3:18])[O:9][C:4]=2[CH:5]=[CH:6][C:7]=1[F:8], predict the reactants needed to synthesize it. (6) Given the product [CH2:1]([O:3][C:4](=[O:16])[CH2:5][C:6]1[C:10]2[CH:11]=[CH:12][C:13]([O:15][S:25]([C:28]([F:31])([F:30])[F:29])(=[O:26])=[O:24])=[CH:14][C:9]=2[S:8][CH:7]=1)[CH3:2], predict the reactants needed to synthesize it. The reactants are: [CH2:1]([O:3][C:4](=[O:16])[CH2:5][C:6]1[C:10]2[CH:11]=[CH:12][C:13]([OH:15])=[CH:14][C:9]=2[S:8][CH:7]=1)[CH3:2].C(N(CC)CC)C.[O:24](S(C(F)(F)F)(=O)=O)[S:25]([C:28]([F:31])([F:30])[F:29])(=O)=[O:26].O. (7) Given the product [CH3:1][C:2]1[CH:7]=[CH:6][C:5]([S:8]([N:11]2[C@H:17]([CH2:18][N:43]3[C:39](=[O:49])[C:40]4[C:41](=[CH:45][CH:46]=[CH:47][CH:48]=4)[C:42]3=[O:44])[CH2:16][C@@H:15]3[C@@H:13]([CH2:14]3)[CH2:12]2)(=[O:10])=[O:9])=[CH:4][CH:3]=1, predict the reactants needed to synthesize it. The reactants are: [CH3:1][C:2]1[CH:7]=[CH:6][C:5]([S:8]([N:11]2[C@H:17]([CH2:18]O)[CH2:16][C@@H:15]3[C@@H:13]([CH2:14]3)[CH2:12]2)(=[O:10])=[O:9])=[CH:4][CH:3]=1.C1(P(C2C=CC=CC=2)C2C=CC=CC=2)C=CC=CC=1.[C:39]1(=[O:49])[NH:43][C:42](=[O:44])[C:41]2=[CH:45][CH:46]=[CH:47][CH:48]=[C:40]12.CC(OC(/N=N/C(OC(C)C)=O)=O)C. (8) Given the product [F:25][C:23]1[CH:22]=[C:21]([F:26])[CH:20]=[C:19]2[C:24]=1[C:15]([NH:14][C:4]1[CH:3]=[C:2]([CH:7]=[C:6]([N:8]3[CH2:13][CH2:12][O:11][CH2:10][CH2:9]3)[CH:5]=1)[C:34]#[N:35])=[C:16]([CH3:33])[C:17]([C:27]1[CH:32]=[CH:31][CH:30]=[CH:29][N:28]=1)=[N:18]2, predict the reactants needed to synthesize it. The reactants are: Cl[C:2]1[CH:3]=[C:4]([NH:14][C:15]2[C:24]3[C:19](=[CH:20][C:21]([F:26])=[CH:22][C:23]=3[F:25])[N:18]=[C:17]([C:27]3[CH:32]=[CH:31][CH:30]=[CH:29][N:28]=3)[C:16]=2[CH3:33])[CH:5]=[C:6]([N:8]2[CH2:13][CH2:12][O:11][CH2:10][CH2:9]2)[CH:7]=1.[CH3:34][N:35]1CCCC1=O.C1(P(C2CCCCC2)C2C=CC=CC=2C2C(C(C)C)=CC(C(C)C)=CC=2C(C)C)CCCCC1.C([Sn](C#N)(CCCC)CCCC)CCC. (9) Given the product [NH2:14][C:15]1[N:16]=[C:17]([C:27]2[CH:32]=[C:31]([O:33][CH2:34][C:35]3[CH:40]=[CH:39][CH:38]=[CH:37][CH:36]=3)[C:30]([Cl:41])=[CH:29][C:28]=2[Cl:42])[C:18]2[CH:23]=[C:22]([C:24]#[N:26])[S:21][C:19]=2[N:20]=1, predict the reactants needed to synthesize it. The reactants are: FC(F)(F)C(OC(=O)C(F)(F)F)=O.[NH2:14][C:15]1[N:16]=[C:17]([C:27]2[CH:32]=[C:31]([O:33][CH2:34][C:35]3[CH:40]=[CH:39][CH:38]=[CH:37][CH:36]=3)[C:30]([Cl:41])=[CH:29][C:28]=2[Cl:42])[C:18]2[CH:23]=[C:22]([C:24]([NH2:26])=O)[S:21][C:19]=2[N:20]=1.O.